Dataset: Full USPTO retrosynthesis dataset with 1.9M reactions from patents (1976-2016). Task: Predict the reactants needed to synthesize the given product. (1) Given the product [CH3:1][O:2][C:3]1[CH:4]=[CH:5][C:6]2[C:10]([O:11][C:12]3[CH:13]=[CH:14][C:15]([O:18][CH2:19][CH2:20][N:21]4[CH2:26][CH2:25][CH2:24][CH2:23][CH2:22]4)=[CH:16][CH:17]=3)=[C:9]([Br:28])[S:8][C:7]=2[CH:27]=1, predict the reactants needed to synthesize it. The reactants are: [CH3:1][O:2][C:3]1[CH:4]=[CH:5][C:6]2[C:10]([O:11][C:12]3[CH:17]=[CH:16][C:15]([O:18][CH2:19][CH2:20][N:21]4[CH2:26][CH2:25][CH2:24][CH2:23][CH2:22]4)=[CH:14][CH:13]=3)=[CH:9][S:8][C:7]=2[CH:27]=1.[Br:28]Br.[O-]S([O-])(=S)=O.[Na+].[Na+]. (2) Given the product [Br:24][C:25]1[CH:26]=[N:27][C:28]([NH:21][CH2:20][C:11]2[CH:12]=[C:13]([C:16]([F:17])([F:18])[F:19])[CH:14]=[CH:15][C:10]=2[C:8]2[CH:9]=[C:4]([CH:1]([CH3:3])[CH3:2])[CH:5]=[CH:6][C:7]=2[O:22][CH3:23])=[N:29][CH:30]=1, predict the reactants needed to synthesize it. The reactants are: [CH:1]([C:4]1[CH:5]=[CH:6][C:7]([O:22][CH3:23])=[C:8]([C:10]2[CH:15]=[CH:14][C:13]([C:16]([F:19])([F:18])[F:17])=[CH:12][C:11]=2[CH2:20][NH2:21])[CH:9]=1)([CH3:3])[CH3:2].[Br:24][C:25]1[CH:26]=[N:27][C:28](Cl)=[N:29][CH:30]=1.C(N(CC)C(C)C)(C)C. (3) Given the product [Cl:19][C:20]1[CH:21]=[C:22]([C:30]2[O:34][N:33]=[C:32]([C:35]3[CH:36]=[CH:37][C:38]([OH:44])=[C:39]4[C:43]=3[O:42][CH:41]=[CH:40]4)[N:31]=2)[CH:23]=[CH:24][C:25]=1[O:26][CH:27]([CH3:29])[CH3:28], predict the reactants needed to synthesize it. The reactants are: CCCC[N+](CCCC)(CCCC)CCCC.[F-].[Cl:19][C:20]1[CH:21]=[C:22]([C:30]2[O:34][N:33]=[C:32]([C:35]3[C:43]4[O:42][CH:41]=[CH:40][C:39]=4[C:38]([O:44]COCC[Si](C)(C)C)=[CH:37][CH:36]=3)[N:31]=2)[CH:23]=[CH:24][C:25]=1[O:26][CH:27]([CH3:29])[CH3:28]. (4) Given the product [Cl:44][C:36]1[CH:35]=[CH:34][CH:33]=[CH:38][C:37]=1[CH2:39][O:40][C:41](=[O:42])[NH:21][C:19]1[CH:18]=[N:17][N:16]([CH2:15][C:13]2[N:14]=[C:10]([C:9]([CH3:23])([CH3:22])[O:8][SiH2:7][C:3]([CH3:6])([CH3:4])[CH3:5])[O:11][CH:12]=2)[N:20]=1, predict the reactants needed to synthesize it. The reactants are: N#N.[C:3]([SiH2:7][O:8][C:9]([CH3:23])([CH3:22])[C:10]1[O:11][CH:12]=[C:13]([CH2:15][N:16]2[N:20]=[C:19]([NH2:21])[CH:18]=[N:17]2)[N:14]=1)([CH3:6])([CH3:5])[CH3:4].CCN(C(C)C)C(C)C.[CH:33]1[CH:38]=[C:37]([CH2:39][O:40][C:41](Cl)=[O:42])[C:36]([Cl:44])=[CH:35][CH:34]=1. (5) The reactants are: [CH:1]([C:3]1[S:13][C:6]2[NH:7][C:8]([C:10]([OH:12])=[O:11])=[CH:9][C:5]=2[CH:4]=1)=O.Cl.[NH2:15]O. Given the product [C:1]([C:3]1[S:13][C:6]2[NH:7][C:8]([C:10]([OH:12])=[O:11])=[CH:9][C:5]=2[CH:4]=1)#[N:15], predict the reactants needed to synthesize it. (6) Given the product [F:1][C:2]([F:12])([F:11])[C:3]1[CH:10]=[CH:9][CH:8]=[CH:7][C:4]=1[CH:5]1[CH2:20][CH2:18][C:19]1=[O:38], predict the reactants needed to synthesize it. The reactants are: [F:1][C:2]([F:12])([F:11])[C:3]1[CH:10]=[CH:9][CH:8]=[CH:7][C:4]=1[CH:5]=O.F[B-](F)(F)F.[CH:18]1([S+](C2C=CC=CC=2)C2C=CC=CC=2)[CH2:20][CH2:19]1.CC([O-:38])(C)C.[K+]. (7) Given the product [C:3]12([C:13]#[C:14][C:15]3[CH:16]=[C:17]([C:24]([OH:26])=[O:25])[CH:18]=[C:19]([CH:23]=3)[C:20]([OH:22])=[O:21])[CH2:4][CH:5]3[CH2:6][CH:7]([CH2:8][CH:9]([CH2:11]3)[CH2:10]1)[CH2:12]2, predict the reactants needed to synthesize it. The reactants are: [K+].[K+].[C:3]12([C:13]#[C:14][C:15]3[CH:16]=[C:17]([C:24]([O-:26])=[O:25])[CH:18]=[C:19]([CH:23]=3)[C:20]([O-:22])=[O:21])[CH2:12][CH:7]3[CH2:8][CH:9]([CH2:11][CH:5]([CH2:6]3)[CH2:4]1)[CH2:10]2.